Task: Regression. Given a peptide amino acid sequence and an MHC pseudo amino acid sequence, predict their binding affinity value. This is MHC class II binding data.. Dataset: Peptide-MHC class II binding affinity with 134,281 pairs from IEDB The MHC is HLA-DQA10102-DQB10501 with pseudo-sequence HLA-DQA10102-DQB10501. The peptide sequence is EFPHSNGEIEDVQTD. The binding affinity (normalized) is 0.